Dataset: Forward reaction prediction with 1.9M reactions from USPTO patents (1976-2016). Task: Predict the product of the given reaction. (1) Given the reactants Cl[C:2]1[S:6][C:5]([S:7](Cl)(=[O:9])=[O:8])=[CH:4][C:3]=1[N+:11]([O-:13])=[O:12].[Na].[Cl:15][C:16]1[CH:17]=[N:18][CH:19]=[C:20]([Cl:23])[C:21]=1[SH:22].[CH3:24][N:25]1[CH2:30][CH2:29][CH:28]([NH2:31])[CH2:27][CH2:26]1, predict the reaction product. The product is: [Cl:15][C:16]1[CH:17]=[N:18][CH:19]=[C:20]([Cl:23])[C:21]=1[S:22][C:2]1[S:6][C:5]([S:7]([NH:31][CH:28]2[CH2:29][CH2:30][N:25]([CH3:24])[CH2:26][CH2:27]2)(=[O:9])=[O:8])=[CH:4][C:3]=1[N+:11]([O-:13])=[O:12]. (2) Given the reactants [CH3:1][C:2]([C:4]1[CH:9]=[CH:8][C:7]2[O:10][CH2:11][O:12][C:6]=2[CH:5]=1)=[O:3].[CH:13]1([Mg]Br)[CH2:15][CH2:14]1.C1(C(C2C=CC(Cl)=CC=2)(O)C)CC1, predict the reaction product. The product is: [O:10]1[C:7]2[CH:8]=[CH:9][C:4]([C:2]([CH:13]3[CH2:15][CH2:14]3)([OH:3])[CH3:1])=[CH:5][C:6]=2[O:12][CH2:11]1. (3) Given the reactants [H-].[Al+3].[Li+].[H-].[H-].[H-].C1COCC1.[N:12]1[CH:17]=[CH:16][CH:15]=[CH:14][C:13]=1[CH2:18][O:19][C:20]1[CH:25]=[CH:24][C:23]([C@@:26]2([C:33]3[CH:38]=[CH:37][C:36]([C:39]4[O:43][N:42]=[C:41]([C:44](OCC)=[O:45])[CH:40]=4)=[CH:35][CH:34]=3)[CH2:31][CH:30]3[CH2:32][CH:27]2[CH2:28][CH2:29]3)=[CH:22][CH:21]=1, predict the reaction product. The product is: [N:12]1[CH:17]=[CH:16][CH:15]=[CH:14][C:13]=1[CH2:18][O:19][C:20]1[CH:25]=[CH:24][C:23]([C@@:26]2([C:33]3[CH:38]=[CH:37][C:36]([C:39]4[O:43][N:42]=[C:41]([CH2:44][OH:45])[CH:40]=4)=[CH:35][CH:34]=3)[CH2:31][CH:30]3[CH2:32][CH:27]2[CH2:28][CH2:29]3)=[CH:22][CH:21]=1. (4) Given the reactants [CH3:1][O:2][C:3]1[CH:4]=[C:5]2[C:10](=[CH:11][C:12]=1[CH3:13])[O:9][CH2:8][CH2:7][C:6]2(O[Si](C)(C)C)[C:14]#[N:15].C[Si](Cl)(C)C.[I-].[Na+], predict the reaction product. The product is: [CH3:1][O:2][C:3]1[CH:4]=[C:5]2[C:10](=[CH:11][C:12]=1[CH3:13])[O:9][CH2:8][CH2:7][CH:6]2[C:14]#[N:15]. (5) Given the reactants [C:1]1([C:11]2[CH:16]=[CH:15][CH:14]=[CH:13][CH:12]=2)[C:2]([CH2:7][C:8](O)=[O:9])=[CH:3][CH:4]=[CH:5][CH:6]=1.C(Cl)(=O)C([Cl:20])=O.CN(C)C=O, predict the reaction product. The product is: [C:1]1([C:11]2[CH:16]=[CH:15][CH:14]=[CH:13][CH:12]=2)[C:2]([CH2:7][C:8]([Cl:20])=[O:9])=[CH:3][CH:4]=[CH:5][CH:6]=1. (6) Given the reactants [Si:1]([O:8][CH2:9][C@@H:10]1[CH2:14][CH2:13][C@H:12]([CH2:15][O:16][Si:17]([C:20]([CH3:23])([CH3:22])[CH3:21])([CH3:19])[CH3:18])[N:11]1[C:24]1[N:29]=[C:28]([C:30]2[CH:35]=[CH:34][C:33]([N+:36]([O-])=O)=[CH:32][CH:31]=2)[N:27]=[C:26]([N:39]2[CH2:45][CH:44]3[O:46][CH:41]([CH2:42][CH2:43]3)[CH2:40]2)[N:25]=1)([C:4]([CH3:7])([CH3:6])[CH3:5])([CH3:3])[CH3:2].[H][H], predict the reaction product. The product is: [CH:41]12[O:46][CH:44]([CH2:43][CH2:42]1)[CH2:45][N:39]([C:26]1[N:25]=[C:24]([N:11]3[C@@H:12]([CH2:15][O:16][Si:17]([C:20]([CH3:22])([CH3:23])[CH3:21])([CH3:19])[CH3:18])[CH2:13][CH2:14][C@H:10]3[CH2:9][O:8][Si:1]([C:4]([CH3:5])([CH3:6])[CH3:7])([CH3:3])[CH3:2])[N:29]=[C:28]([C:30]3[CH:35]=[CH:34][C:33]([NH2:36])=[CH:32][CH:31]=3)[N:27]=1)[CH2:40]2.